The task is: Predict the product of the given reaction.. This data is from Forward reaction prediction with 1.9M reactions from USPTO patents (1976-2016). Given the reactants C[Si](C)(C)[C:3]#[C:4][C:5]1[S:6][C:7]([CH2:10][CH2:11][CH2:12][CH2:13][CH2:14][CH2:15][CH2:16][CH3:17])=[CH:8][CH:9]=1.C(=O)([O-])[O-].[K+].[K+].C1COCC1, predict the reaction product. The product is: [C:4]([C:5]1[S:6][C:7]([CH2:10][CH2:11][CH2:12][CH2:13][CH2:14][CH2:15][CH2:16][CH3:17])=[CH:8][CH:9]=1)#[CH:3].